Predict the reactants needed to synthesize the given product. From a dataset of Full USPTO retrosynthesis dataset with 1.9M reactions from patents (1976-2016). (1) Given the product [C:30]1([C:23]2[O:24][C:25]([C:26]([F:27])([F:28])[F:29])=[C:21]([C:19]([NH:18][C:15]3[CH:14]=[CH:13][C:12]([N:9]4[CH2:8][CH2:7][CH:6]([C:4]([OH:5])=[O:3])[CH2:11][CH2:10]4)=[CH:17][CH:16]=3)=[O:20])[N:22]=2)[CH:35]=[CH:34][CH:33]=[CH:32][CH:31]=1, predict the reactants needed to synthesize it. The reactants are: C([O:3][C:4]([CH:6]1[CH2:11][CH2:10][N:9]([C:12]2[CH:17]=[CH:16][C:15]([NH:18][C:19]([C:21]3[N:22]=[C:23]([C:30]4[CH:35]=[CH:34][CH:33]=[CH:32][CH:31]=4)[O:24][C:25]=3[C:26]([F:29])([F:28])[F:27])=[O:20])=[CH:14][CH:13]=2)[CH2:8][CH2:7]1)=[O:5])C.[OH-].[Na+]. (2) Given the product [Br:32][C:33]1[CH:34]=[C:35]([C:40]2([C:53]3[CH:58]=[C:57]([Br:59])[CH:56]=[C:55]([Br:60])[CH:54]=3)[C:52]3=[CH:51][C:50]4[N:17]([C:18]5[CH:23]=[CH:22][CH:21]=[CH:20][CH:19]=5)[C:16]5[C:15]([C:49]=4[CH:48]=[C:47]3[C:46]3[C:41]2=[CH:42][CH:43]=[CH:44][CH:45]=3)=[CH:14][CH:13]=[CH:25][CH:24]=5)[CH:36]=[C:37]([Br:39])[CH:38]=1, predict the reactants needed to synthesize it. The reactants are: C([Li])CCC.BrC1C=CC=CC=1[C:13]1[CH:14]=[CH:15][C:16]2[N:17](C3C=CC=CC=3)[C:18]3[C:23]([C:24]=2[CH:25]=1)=[CH:22][CH:21]=[CH:20][CH:19]=3.[Br:32][C:33]1[CH:34]=[C:35]([C:40]2([C:53]3[CH:58]=[C:57]([Br:59])[CH:56]=[C:55]([Br:60])[CH:54]=3)[C:52]3[CH:51]=[CH:50][CH:49]=[CH:48][C:47]=3[C:46]3[C:41]2=[CH:42][CH:43]=[CH:44][CH:45]=3)[CH:36]=[C:37]([Br:39])[CH:38]=1. (3) Given the product [NH2:1][C:2]1[C:3]2[C:10]([C:11](=[S:13])[NH2:12])=[CH:9][N:8]([C@@H:14]3[O:15][CH:16]([CH2:21][O:22][C:42]4[CH:43]=[CH:44][CH:45]=[CH:30][C:31]=4[O:32][P:33](=[N:35][C@@H:36]([CH3:41])[C:37]([O:39][CH3:40])=[O:38])=[O:34])[CH:17]([OH:20])[C@H:18]3[OH:19])[C:4]=2[N:5]=[CH:6][N:7]=1, predict the reactants needed to synthesize it. The reactants are: [NH2:1][C:2]1[C:3]2[C:10]([C:11](=[S:13])[NH2:12])=[CH:9][N:8]([C@H:14]3[C@H:18]([OH:19])[CH:17]([OH:20])[CH:16]([CH2:21][OH:22])[O:15]3)[C:4]=2[N:5]=[CH:6][N:7]=1.C([Mg]Cl)(C)(C)C.Cl[C:30]1[CH:45]=[CH:44][CH:43]=[CH:42][C:31]=1[O:32][P:33](=[N:35][C@@H:36]([CH3:41])[C:37]([O:39][CH3:40])=[O:38])=[O:34]. (4) Given the product [CH2:3]([O:10][CH2:12][C:13]1[C:22]([C:23]2[CH:28]=[CH:27][CH:26]=[CH:25][C:24]=2[O:29][CH3:30])=[CH:21][CH:20]=[C:19]2[C:14]=1[C:15]([CH3:33])=[CH:16][C:17]([CH3:32])([CH3:31])[NH:18]2)[C:4]1[CH:9]=[CH:8][CH:7]=[CH:6][CH:5]=1, predict the reactants needed to synthesize it. The reactants are: [H-].[Na+].[CH2:3]([OH:10])[C:4]1[CH:9]=[CH:8][CH:7]=[CH:6][CH:5]=1.Cl[CH2:12][C:13]1[C:22]([C:23]2[CH:28]=[CH:27][CH:26]=[CH:25][C:24]=2[O:29][CH3:30])=[CH:21][CH:20]=[C:19]2[C:14]=1[C:15]([CH3:33])=[CH:16][C:17]([CH3:32])([CH3:31])[NH:18]2.C(OCC)(=O)C. (5) Given the product [CH2:1]([N:4]1[CH:8]=[C:7]([C:19]([C:21]2[CH:22]=[C:23]3[C:27](=[CH:28][CH:29]=2)[N:26]([C:30]2[CH:35]=[CH:34][C:33]([F:36])=[CH:32][CH:31]=2)[N:25]=[CH:24]3)([OH:20])[C:18]([F:37])([F:17])[F:38])[C:6]([C:10]#[N:11])=[N:5]1)[CH:2]=[CH2:3], predict the reactants needed to synthesize it. The reactants are: [CH2:1]([N:4]1[CH:8]=[C:7](Br)[C:6]([C:10]#[N:11])=[N:5]1)[CH:2]=[CH2:3].[Li]CCCC.[F:17][C:18]([F:38])([F:37])[C:19]([C:21]1[CH:22]=[C:23]2[C:27](=[CH:28][CH:29]=1)[N:26]([C:30]1[CH:35]=[CH:34][C:33]([F:36])=[CH:32][CH:31]=1)[N:25]=[CH:24]2)=[O:20].